Dataset: Peptide-MHC class II binding affinity with 134,281 pairs from IEDB. Task: Regression. Given a peptide amino acid sequence and an MHC pseudo amino acid sequence, predict their binding affinity value. This is MHC class II binding data. (1) The peptide sequence is QNVLLSNAPLGPQFP. The MHC is DRB1_0401 with pseudo-sequence DRB1_0401. The binding affinity (normalized) is 0.366. (2) The peptide sequence is RLTQSHPILNMIDTK. The MHC is DRB1_0301 with pseudo-sequence DRB1_0301. The binding affinity (normalized) is 0.417. (3) The peptide sequence is LTHMMIWHSNLNDAT. The MHC is DRB1_0401 with pseudo-sequence DRB1_0401. The binding affinity (normalized) is 0.197. (4) The peptide sequence is YTPIGDNKALISK. The MHC is HLA-DPA10201-DPB10101 with pseudo-sequence HLA-DPA10201-DPB10101. The binding affinity (normalized) is 0.197.